From a dataset of Full USPTO retrosynthesis dataset with 1.9M reactions from patents (1976-2016). Predict the reactants needed to synthesize the given product. (1) The reactants are: [Br:1][C:2]1[CH:3]=[C:4]2[C:9](=[CH:10][CH:11]=1)[O:8][CH:7]1[CH2:12][O:13][CH2:14][CH:15](O)[CH:6]1[C:5]2=[O:17].CC[N+](S(N=C(OC)[O-])(=O)=O)(CC)CC. Given the product [Br:1][C:2]1[CH:3]=[C:4]2[C:9](=[CH:10][CH:11]=1)[O:8][CH:7]1[CH2:12][O:13][CH2:14][CH:15]=[C:6]1[C:5]2=[O:17], predict the reactants needed to synthesize it. (2) Given the product [C:1]([O:6][CH2:7][CH2:8][CH2:9][CH2:10][CH2:11][CH2:12][O:13][C:14]1[CH:15]=[CH:16][C:17]([CH:20]([CH3:24])[C:21]([OH:23])=[O:22])=[CH:18][CH:19]=1)(=[O:4])[CH:2]=[CH2:3], predict the reactants needed to synthesize it. The reactants are: [C:1](Cl)(=[O:4])[CH:2]=[CH2:3].[OH:6][CH2:7][CH2:8][CH2:9][CH2:10][CH2:11][CH2:12][O:13][C:14]1[CH:19]=[CH:18][C:17]([CH:20]([CH3:24])[C:21]([OH:23])=[O:22])=[CH:16][CH:15]=1.CN(C)C1C=CC=CC=1.O1CCOCC1. (3) Given the product [CH:1]([C:4]1[N:5]([CH2:18][C:19]2[CH:23]=[C:22]([CH3:24])[O:21][N:20]=2)[C:6]2[C:11]([C:12]=1[CH:13]=[O:14])=[CH:10][CH:9]=[C:8]([O:15][CH3:16])[CH:7]=2)([CH3:3])[CH3:2], predict the reactants needed to synthesize it. The reactants are: [CH:1]([C:4]1[NH:5][C:6]2[C:11]([C:12]=1[CH:13]=[O:14])=[CH:10][CH:9]=[C:8]([O:15][CH3:16])[CH:7]=2)([CH3:3])[CH3:2].Br[CH2:18][C:19]1[CH:23]=[C:22]([CH3:24])[O:21][N:20]=1. (4) Given the product [F:10][C:6]1[CH:7]=[CH:8][CH:9]=[C:2]([N:15]2[CH:16]=[C:12]([CH3:11])[N:13]=[CH:14]2)[C:3]=1[C:4]#[N:5], predict the reactants needed to synthesize it. The reactants are: F[C:2]1[CH:9]=[CH:8][CH:7]=[C:6]([F:10])[C:3]=1[C:4]#[N:5].[CH3:11][C:12]1[N:13]=[CH:14][NH:15][CH:16]=1.C(=O)([O-])[O-].[K+].[K+].ClCCl. (5) Given the product [CH2:23]([O:25][C:26](=[O:35])[CH2:27][S:28][C:29]1[S:33][C:32]([NH:34][C:10](=[O:12])[C:9]2[CH:13]=[C:14]([O:16][CH2:17][CH:18]([CH3:20])[CH3:19])[CH:15]=[C:7]([O:6][C:5]3[CH:4]=[CH:3][C:2]([F:1])=[CH:22][CH:21]=3)[CH:8]=2)=[N:31][CH:30]=1)[CH3:24], predict the reactants needed to synthesize it. The reactants are: [F:1][C:2]1[CH:22]=[CH:21][C:5]([O:6][C:7]2[CH:8]=[C:9]([CH:13]=[C:14]([O:16][CH2:17][CH:18]([CH3:20])[CH3:19])[CH:15]=2)[C:10]([OH:12])=O)=[CH:4][CH:3]=1.[CH2:23]([O:25][C:26](=[O:35])[CH2:27][S:28][C:29]1[S:33][C:32]([NH2:34])=[N:31][CH:30]=1)[CH3:24].